From a dataset of Forward reaction prediction with 1.9M reactions from USPTO patents (1976-2016). Predict the product of the given reaction. (1) Given the reactants [Cl-].[Li+].[Si:3]([O:10][C@@H:11]([CH3:21])[C:12](=[O:20])[CH2:13]P(=O)(OC)OC)([C:6]([CH3:9])([CH3:8])[CH3:7])([CH3:5])[CH3:4].C(N(CC)C(C)C)(C)C.[CH:31](=O)[CH2:32][CH2:33][CH3:34], predict the reaction product. The product is: [Si:3]([O:10][C@H:11]([C:12](=[O:20])/[CH:13]=[CH:31]/[CH2:32][CH2:33][CH3:34])[CH3:21])([C:6]([CH3:9])([CH3:8])[CH3:7])([CH3:5])[CH3:4]. (2) Given the reactants [CH3:1][CH:2]([C:8](OCC)=O)[C:3]([O:5]CC)=O.[Cl:13][C:14]1[CH:19]=[C:18]([Cl:20])[CH:17]=[CH:16][C:15]=1CCl.[OH-].[K+].Cl.O=S(Cl)Cl.[Al+3].[Cl-].[Cl-].[Cl-], predict the reaction product. The product is: [Cl:13][C:14]1[CH:19]=[C:18]([Cl:20])[CH:17]=[C:16]2[C:15]=1[CH2:8][CH:2]([CH3:1])[C:3]2=[O:5]. (3) Given the reactants [C:1]([O:5][C:6]([C:8]1[CH:31]=[CH:30][C:11]([O:12][C:13]2[C:22]([Cl:23])=[C:21]3[C:16]([CH:17]([C:24]([O:26][CH2:27][CH3:28])=[O:25])[CH2:18][CH2:19][O:20]3)=[CH:15][C:14]=2[Cl:29])=[C:10]([N+:32]([O-])=O)[CH:9]=1)=[O:7])([CH3:4])([CH3:3])[CH3:2].C1COCC1.[NH4+].[Cl-], predict the reaction product. The product is: [NH2:32][C:10]1[CH:9]=[C:8]([C:6]([O:5][C:1]([CH3:2])([CH3:4])[CH3:3])=[O:7])[CH:31]=[CH:30][C:11]=1[O:12][C:13]1[C:22]([Cl:23])=[C:21]2[C:16]([CH:17]([C:24]([O:26][CH2:27][CH3:28])=[O:25])[CH2:18][CH2:19][O:20]2)=[CH:15][C:14]=1[Cl:29].